The task is: Predict the reactants needed to synthesize the given product.. This data is from Full USPTO retrosynthesis dataset with 1.9M reactions from patents (1976-2016). (1) The reactants are: [F:1][C:2]1[CH:3]=[C:4]([C:8]2[CH:16]=[CH:15][C:11]([C:12]([OH:14])=O)=[CH:10][N:9]=2)[CH:5]=[CH:6][CH:7]=1.CC[N:19]([CH:23]([CH3:25])[CH3:24])C(C)C.CN(C(ON1N=N[C:36]2[CH:37]=C[CH:39]=[CH:40][C:35]1=2)=[N+](C)C)C.F[P-](F)(F)(F)(F)F.CN(C=[O:54])C. Given the product [F:1][C:2]1[CH:3]=[C:4]([C:8]2[CH:16]=[CH:15][C:11]([C:12]([NH:19][C@H:23]3[CH2:24][CH2:39][CH2:40][C@@H:35]([CH:36]([OH:54])[CH3:37])[CH2:25]3)=[O:14])=[CH:10][N:9]=2)[CH:5]=[CH:6][CH:7]=1, predict the reactants needed to synthesize it. (2) Given the product [CH3:10][O:11][C:12]1[CH:13]=[C:14]([CH:15]=[CH:16][CH:17]=1)[O:18][C:2]1[CH:3]=[C:4]([CH:7]=[CH:8][CH:9]=1)[C:5]#[N:6], predict the reactants needed to synthesize it. The reactants are: F[C:2]1[CH:3]=[C:4]([CH:7]=[CH:8][CH:9]=1)[C:5]#[N:6].[CH3:10][O:11][C:12]1[CH:13]=[C:14]([OH:18])[CH:15]=[CH:16][CH:17]=1.C(=O)([O-])[O-].[Cs+].[Cs+].CN(C=O)C.